From a dataset of Full USPTO retrosynthesis dataset with 1.9M reactions from patents (1976-2016). Predict the reactants needed to synthesize the given product. (1) Given the product [OH:25][C:26]1[CH:31]=[CH:30][C:29]([CH2:32][CH2:33][NH:34][C:35]2[C:2]3[CH2:8][CH2:7][CH2:6][C:5]4[CH:9]=[C:10]([N:13]5[CH2:17][C@H:16]([CH2:18][NH:19][C:20](=[O:22])[CH3:21])[O:15][C:14]5=[O:23])[CH:11]=[CH:12][C:4]=4[C:3]=3[NH:37][N:36]=2)=[CH:28][CH:27]=1, predict the reactants needed to synthesize it. The reactants are: Br[CH:2]1[CH2:8][CH2:7][CH2:6][C:5]2[CH:9]=[C:10]([N:13]3[CH2:17][C@H:16]([CH2:18][NH:19][C:20](=[O:22])[CH3:21])[O:15][C:14]3=[O:23])[CH:11]=[CH:12][C:4]=2[C:3]1=O.[OH:25][C:26]1[CH:31]=[CH:30][C:29]([CH2:32][CH2:33][NH:34][C:35](=S)[NH:36][NH2:37])=[CH:28][CH:27]=1. (2) The reactants are: [Na].[CH3:2][C:3]1([N:15]2[CH2:20][CH2:19][C:18](=O)[CH2:17][CH2:16]2)[CH2:7][CH2:6][N:5]([C:8]([O:10][C:11]([CH3:14])([CH3:13])[CH3:12])=[O:9])[CH2:4]1.[F:22][C:23]1[CH:24]=[C:25]([NH2:31])[C:26]([NH2:30])=[CH:27][C:28]=1[F:29].C(O)(=O)C. Given the product [NH2:31][C:25]1[CH:24]=[C:23]([F:22])[C:28]([F:29])=[CH:27][C:26]=1[NH:30][CH:18]1[CH2:19][CH2:20][N:15]([C:3]2([CH3:2])[CH2:7][CH2:6][N:5]([C:8]([O:10][C:11]([CH3:14])([CH3:13])[CH3:12])=[O:9])[CH2:4]2)[CH2:16][CH2:17]1, predict the reactants needed to synthesize it. (3) The reactants are: [Cl:1][C:2]1[CH:7]=[CH:6][C:5]([NH:8][CH2:9][C:10]2[CH:15]=[CH:14][CH:13]=[CH:12][CH:11]=2)=[CH:4][C:3]=1[C:16]([NH:18][C:19]1[CH:24]=[CH:23][C:22]([CH2:25][C:26]([O:28]CC)=[O:27])=[CH:21][CH:20]=1)=[O:17].O. Given the product [Cl:1][C:2]1[CH:7]=[CH:6][C:5]([NH:8][CH2:9][C:10]2[CH:11]=[CH:12][CH:13]=[CH:14][CH:15]=2)=[CH:4][C:3]=1[C:16]([NH:18][C:19]1[CH:20]=[CH:21][C:22]([CH2:25][C:26]([OH:28])=[O:27])=[CH:23][CH:24]=1)=[O:17], predict the reactants needed to synthesize it. (4) The reactants are: Cl[C:2]1[C:11]2[C:6](=[CH:7][CH:8]=[CH:9][CH:10]=2)[C:5]([Cl:12])=[N:4][N:3]=1.[CH3:13][N:14]1[C:18]([C:19]2[CH:20]=[C:21]([CH:23]=[CH:24][CH:25]=2)[NH2:22])=[CH:17][N:16]=[C:15]1[CH3:26]. Given the product [Cl:12][C:5]1[C:6]2[C:11](=[CH:10][CH:9]=[CH:8][CH:7]=2)[C:2]([NH:22][C:21]2[CH:23]=[CH:24][CH:25]=[C:19]([C:18]3[N:14]([CH3:13])[C:15]([CH3:26])=[N:16][CH:17]=3)[CH:20]=2)=[N:3][N:4]=1, predict the reactants needed to synthesize it. (5) The reactants are: C1([C@@H]2[NH:12][C@H:11]([C:13]([OH:15])=[O:14])[C@@H:10]([CH3:16])[C@H:9]([CH3:17])[O:8]2)CCCCC1.NO. Given the product [OH:8][C@@H:9]([CH3:17])[C@H:10]([CH3:16])[C@@H:11]([C:13]([OH:15])=[O:14])[NH2:12], predict the reactants needed to synthesize it. (6) Given the product [CH:3]1([C:6]2[N:11]=[C:10]([C:12]3[CH:13]=[C:14]4[C:18](=[CH:19][CH:20]=3)[N:17]([S:28]([C:25]3[CH:26]=[CH:27][C:22]([CH3:32])=[CH:23][CH:24]=3)(=[O:30])=[O:29])[CH:16]=[C:15]4[I:21])[CH:9]=[N:8][CH:7]=2)[CH2:5][CH2:4]1, predict the reactants needed to synthesize it. The reactants are: [H-].[Na+].[CH:3]1([C:6]2[N:11]=[C:10]([C:12]3[CH:13]=[C:14]4[C:18](=[CH:19][CH:20]=3)[NH:17][CH:16]=[C:15]4[I:21])[CH:9]=[N:8][CH:7]=2)[CH2:5][CH2:4]1.[C:22]1([CH3:32])[CH:27]=[CH:26][C:25]([S:28](Cl)(=[O:30])=[O:29])=[CH:24][CH:23]=1.O.